From a dataset of Reaction yield outcomes from USPTO patents with 853,638 reactions. Predict the reaction yield, written as a fraction of the theoretical maximum amount of product (1.0 means a 100% yield; for example, 0.34 means a 34% yield). (1) The reactants are [CH:1]([O:4][C:5]1[CH:10]=[CH:9][C:8]([N:11]2[C:16](=[O:17])[C:15]([CH2:18][C:19]3[CH:24]=[CH:23][C:22]([C:25]4[CH:30]=[CH:29][CH:28]=[CH:27][C:26]=4[C:31]4[NH:35][C:34](=[O:36])[O:33][N:32]=4)=[CH:21][CH:20]=3)=[C:14]([CH2:37][CH2:38][CH3:39])[N:13]=[C:12]2[CH3:40])=[CH:7][CH:6]=1)([CH3:3])[CH3:2].[ClH:41].C(OCC)(=O)C.C(OC(C)C)(C)C. The catalyst is C(OCC)(=O)C. The product is [ClH:41].[CH:1]([O:4][C:5]1[CH:10]=[CH:9][C:8]([N:11]2[C:16](=[O:17])[C:15]([CH2:18][C:19]3[CH:24]=[CH:23][C:22]([C:25]4[CH:30]=[CH:29][CH:28]=[CH:27][C:26]=4[C:31]4[NH:35][C:34](=[O:36])[O:33][N:32]=4)=[CH:21][CH:20]=3)=[C:14]([CH2:37][CH2:38][CH3:39])[N:13]=[C:12]2[CH3:40])=[CH:7][CH:6]=1)([CH3:3])[CH3:2]. The yield is 0.750. (2) The reactants are [CH2:1]([O:4][C@@H:5]1[C@@H:10]([O:11][CH2:12][CH:13]=[CH2:14])[C@H:9]([O:15][CH2:16][CH:17]=[CH2:18])[C@@H:8]([CH2:19][O:20][CH2:21][CH:22]=[CH2:23])[O:7][C:6]1([C:25]1[CH:30]=[CH:29][C:28]([Cl:31])=[C:27]([CH2:32][C:33]2[CH:38]=[CH:37][C:36]([O:39][CH2:40][CH3:41])=[CH:35][CH:34]=2)[CH:26]=1)[OH:24])[CH:2]=[CH2:3].CC(OI1(OC(C)=O)(OC(C)=O)OC(=O)C2C=CC=CC1=2)=O. The catalyst is C(Cl)Cl. The product is [CH2:1]([O:4][C@H:5]([C@@H:10]([O:11][CH2:12][CH:13]=[CH2:14])[C@H:9]([O:15][CH2:16][CH:17]=[CH2:18])[C:8](=[O:7])[CH2:19][O:20][CH2:21][CH:22]=[CH2:23])[C:6]([C:25]1[CH:30]=[CH:29][C:28]([Cl:31])=[C:27]([CH2:32][C:33]2[CH:34]=[CH:35][C:36]([O:39][CH2:40][CH3:41])=[CH:37][CH:38]=2)[CH:26]=1)=[O:24])[CH:2]=[CH2:3]. The yield is 0.650. (3) The reactants are [F:1][C:2]1[CH:7]=[CH:6][CH:5]=[CH:4][C:3]=1[NH:8][N:9]=[C:10]([C:15](=[O:19])[CH2:16][O:17][CH3:18])[C:11]([O:13][CH3:14])=[O:12].[CH3:20]OC(OC)N(C)C. No catalyst specified. The product is [F:1][C:2]1[CH:7]=[CH:6][CH:5]=[CH:4][C:3]=1[N:8]1[CH:20]=[C:16]([O:17][CH3:18])[C:15](=[O:19])[C:10]([C:11]([O:13][CH3:14])=[O:12])=[N:9]1. The yield is 0.900. (4) The reactants are [CH:1]([C:3]1[CH:12]=[CH:11][C:6]([C:7]([O:9][CH3:10])=[O:8])=[CH:5][CH:4]=1)=O.C(O)(=O)[CH2:14][C:15]([OH:17])=[O:16].N1CCCCC1.Cl. The catalyst is O.N1C=CC=CC=1. The product is [C:7]([C:6]1[CH:11]=[CH:12][C:3]([CH:1]=[CH:14][C:15]([OH:17])=[O:16])=[CH:4][CH:5]=1)([O:9][CH3:10])=[O:8]. The yield is 0.939.